Dataset: Forward reaction prediction with 1.9M reactions from USPTO patents (1976-2016). Task: Predict the product of the given reaction. (1) Given the reactants [C:1]1([CH:11]=O)[C:10]2[C:5](=[CH:6][CH:7]=[CH:8][CH:9]=2)[CH:4]=[CH:3][CH:2]=1.[CH3:13][NH:14][C@@H:15]([CH3:22])[C:16]1[CH:21]=[CH:20][CH:19]=[CH:18][CH:17]=1.[CH:23]1[C:32]2[C:27](=[CH:28][CH:29]=[CH:30][CH:31]=2)[CH:26]=[CH:25][C:24]=1[OH:33], predict the reaction product. The product is: [CH3:13][N:14]([C@@H:11]([C:1]1[C:10]2[C:5](=[CH:6][CH:7]=[CH:8][CH:9]=2)[CH:4]=[CH:3][CH:2]=1)[C:23]1[C:32]2[C:27](=[CH:28][CH:29]=[CH:30][CH:31]=2)[CH:26]=[CH:25][C:24]=1[OH:33])[C@H:15]([C:16]1[CH:21]=[CH:20][CH:19]=[CH:18][CH:17]=1)[CH3:22]. (2) Given the reactants C(OC([N:8]1[CH2:12][C@@H:11]([OH:13])[CH2:10][C@H:9]1[C:14](=[O:20])[NH:15][CH:16]1[CH2:19][CH2:18][CH2:17]1)=O)(C)(C)C.C(O)(C(F)(F)F)=O, predict the reaction product. The product is: [CH:16]1([NH:15][C:14]([C@@H:9]2[CH2:10][C@H:11]([OH:13])[CH2:12][NH:8]2)=[O:20])[CH2:19][CH2:18][CH2:17]1. (3) Given the reactants [F:1][C:2]1[C:3]([O:20][CH3:21])=[C:4]([C:8]([CH3:19])([CH3:18])[CH2:9][C:10]([OH:17])([C:13]([F:16])([F:15])[F:14])[CH:11]=O)[CH:5]=[CH:6][CH:7]=1.[NH2:22][C:23]1[CH:32]=[CH:31][CH:30]=[C:29]2[C:24]=1[CH:25]=[N:26][N:27]([CH3:34])[C:28]2=[O:33].B(Br)(Br)Br, predict the reaction product. The product is: [F:1][C:2]1[C:3]([O:20][CH3:21])=[C:4]2[C:5](=[CH:6][CH:7]=1)[CH:11]([NH:22][C:23]1[CH:32]=[CH:31][CH:30]=[C:29]3[C:24]=1[CH:25]=[N:26][N:27]([CH3:34])[C:28]3=[O:33])[C:10]([OH:17])([C:13]([F:14])([F:16])[F:15])[CH2:9][C:8]2([CH3:19])[CH3:18]. (4) Given the reactants [Br:1][C:2]1[CH:3]=[C:4]([CH:8]=[C:9]([F:11])[CH:10]=1)[C:5]([OH:7])=[O:6].[CH3:12][Si](C=[N+]=[N-])(C)C.C(O)(=O)C, predict the reaction product. The product is: [CH3:12][O:6][C:5](=[O:7])[C:4]1[CH:8]=[C:9]([F:11])[CH:10]=[C:2]([Br:1])[CH:3]=1. (5) Given the reactants [O:1]=[C:2]1[C:11]2[C:6](=[CH:7][CH:8]=[CH:9][CH:10]=2)[NH:5][CH:4]=[C:3]1[C:12]([O:14]CC)=[O:13].Cl, predict the reaction product. The product is: [O:1]=[C:2]1[C:11]2[C:6](=[CH:7][CH:8]=[CH:9][CH:10]=2)[NH:5][CH:4]=[C:3]1[C:12]([OH:14])=[O:13]. (6) Given the reactants C(N1CCN(C2N=C(Br)C=C3C=CSC=23)CC1)C.[CH2:19]([N:21]1[CH2:26][CH2:25][N:24]([C:27]2[N:28]=[C:29]([C:36]3[CH:41]=[CH:40][C:39]([O:42][CH2:43][CH2:44][O:45]C(=O)C)=[C:38]([Cl:49])[CH:37]=3)[CH:30]=[C:31]3[CH:35]=[CH:34][S:33][C:32]=23)[CH2:23][CH2:22]1)[CH3:20].Cl, predict the reaction product. The product is: [CH2:19]([N:21]1[CH2:26][CH2:25][N:24]([C:27]2[N:28]=[C:29]([C:36]3[CH:41]=[CH:40][C:39]([O:42][CH2:43][CH2:44][OH:45])=[C:38]([Cl:49])[CH:37]=3)[CH:30]=[C:31]3[CH:35]=[CH:34][S:33][C:32]=23)[CH2:23][CH2:22]1)[CH3:20].